From a dataset of Reaction yield outcomes from USPTO patents with 853,638 reactions. Predict the reaction yield, written as a fraction of the theoretical maximum amount of product (1.0 means a 100% yield; for example, 0.34 means a 34% yield). (1) The reactants are [Cl:1][C:2]1[CH:3]=[C:4]2[C:8](=[CH:9][CH:10]=1)[NH:7][C:6]([S:11]([N:14]1[CH2:19][CH2:18][N:17]([C:20]([CH:22]3[CH2:27][CH2:26][N:25]([C:28]4[N:29]=[N:30][C:31](Cl)=[CH:32][CH:33]=4)[CH2:24][CH2:23]3)=[O:21])[CH2:16][CH2:15]1)(=[O:13])=[O:12])=[CH:5]2.C([O-])(=[O:37])C.[K+]. The catalyst is C(O)(=O)C.O. The product is [Cl:1][C:2]1[CH:3]=[C:4]2[C:8](=[CH:9][CH:10]=1)[NH:7][C:6]([S:11]([N:14]1[CH2:19][CH2:18][N:17]([C:20]([CH:22]3[CH2:27][CH2:26][N:25]([C:28]4[CH:33]=[CH:32][C:31](=[O:37])[NH:30][N:29]=4)[CH2:24][CH2:23]3)=[O:21])[CH2:16][CH2:15]1)(=[O:13])=[O:12])=[CH:5]2. The yield is 0.370. (2) The reactants are BrC1C=C(OC)C(N2CCN(C)CC2)=NC=1.[Br:17][C:18]1[C:23]([O:24][CH3:25])=[CH:22][CH:21]=[C:20](Br)[N:19]=1.[CH3:27][C@@H:28]1[NH:33][CH2:32][CH2:31][N:30]([C:34]([O:36][C:37]([CH3:40])([CH3:39])[CH3:38])=[O:35])[CH2:29]1. No catalyst specified. The product is [Br:17][C:18]1[N:19]=[C:20]([N:33]2[CH2:32][CH2:31][N:30]([C:34]([O:36][C:37]([CH3:40])([CH3:39])[CH3:38])=[O:35])[CH2:29][C@@H:28]2[CH3:27])[CH:21]=[CH:22][C:23]=1[O:24][CH3:25]. The yield is 0.380. (3) The reactants are [CH3:1][O:2][C:3]1[CH:11]=[CH:10][CH:9]=[C:8]2[C:4]=1[CH2:5][NH:6][CH2:7]2.Cl[C:13]1[N:18]=[C:17]([NH:19][C:20]2[CH:21]=[C:22]3[C:26](=[CH:27][CH:28]=2)[NH:25][N:24]=[CH:23]3)[CH:16]=[CH:15][N:14]=1.CCN(C(C)C)C(C)C. The catalyst is CCCCO. The product is [CH3:1][O:2][C:3]1[CH:11]=[CH:10][CH:9]=[C:8]2[C:4]=1[CH2:5][N:6]([C:13]1[N:18]=[C:17]([NH:19][C:20]3[CH:21]=[C:22]4[C:26](=[CH:27][CH:28]=3)[NH:25][N:24]=[CH:23]4)[CH:16]=[CH:15][N:14]=1)[CH2:7]2. The yield is 0.103. (4) The reactants are [C:1]1([NH:11]N=C(C2C=CC=CC=2)C2C=CC=CC=2)[C:10]2[C:5](=[CH:6][CH:7]=[CH:8][CH:9]=2)[CH:4]=[CH:3][CH:2]=1.[C:26](O)(=O)[CH2:27][CH2:28][C:29]([CH3:31])=[O:30].CC1C=CC(S(O)(=O)=O)=[CH:39][CH:40]=1.O.C([O-])(O)=[O:47].[Na+]. The catalyst is C(O)C.CCOCC. The product is [CH2:39]([O:47][CH2:31][C:29]([C:28]1[C:2]2[C:1](=[C:10]3[CH:9]=[CH:8][CH:7]=[CH:6][C:5]3=[CH:4][CH:3]=2)[NH:11][C:27]=1[CH3:26])=[O:30])[CH3:40]. The yield is 0.890. (5) The reactants are [ClH:1].[CH2:2]([O:4][C@@H:5]([CH2:9][C:10]1[CH:15]=[CH:14][C:13]([C:16]2[CH:21]=[CH:20][CH:19]=[C:18]([N:22]([CH3:33])[C:23]([NH:25][CH2:26][CH2:27][CH2:28][CH2:29][CH2:30][CH2:31][CH3:32])=[O:24])[N:17]=2)=[CH:12][CH:11]=1)[C:6]([OH:8])=[O:7])[CH3:3]. The catalyst is C(O)C. The product is [ClH:1].[CH2:2]([O:4][C@@H:5]([CH2:9][C:10]1[CH:15]=[CH:14][C:13]([C:16]2[CH:21]=[CH:20][CH:19]=[C:18]([N:22]([CH3:33])[C:23]([NH:25][CH2:26][CH2:27][CH2:28][CH2:29][CH2:30][CH2:31][CH3:32])=[O:24])[N:17]=2)=[CH:12][CH:11]=1)[C:6]([OH:8])=[O:7])[CH3:3]. The yield is 0.600. (6) The reactants are Cl[C:2]1[N:11]=[C:10]([N:12]([C:14]2[CH:19]=[CH:18][C:17]([O:20][CH3:21])=[CH:16][CH:15]=2)[CH3:13])[C:9]2[C:4](=[CH:5][CH:6]=[C:7]([CH3:22])[CH:8]=2)[N:3]=1.[CH2:23]([CH2:25][NH2:26])[OH:24]. No catalyst specified. The product is [CH3:21][O:20][C:17]1[CH:18]=[CH:19][C:14]([N:12]([CH3:13])[C:10]2[C:9]3[C:4](=[CH:5][CH:6]=[C:7]([CH3:22])[CH:8]=3)[N:3]=[C:2]([NH:26][CH2:25][CH2:23][OH:24])[N:11]=2)=[CH:15][CH:16]=1. The yield is 0.350. (7) The reactants are [F:1][C:2]([F:30])([F:29])[C:3]1[CH:4]=[C:5]([C:9]2[CH:10]=[C:11]([CH:15]=[C:16]([C:19]3[CH:24]=[CH:23][CH:22]=[C:21]([C:25]([F:28])([F:27])[F:26])[CH:20]=3)[C:17]=2[OH:18])[C:12](O)=[O:13])[CH:6]=[CH:7][CH:8]=1.[CH2:31]([O:38][C:39]1[CH:53]=[CH:52][C:42]([CH2:43][O:44][CH2:45][CH2:46][CH2:47][CH2:48][CH2:49][CH2:50][NH2:51])=[CH:41][CH:40]=1)[C:32]1[CH:37]=[CH:36][CH:35]=[CH:34][CH:33]=1.C(N(CC)CC)C.Cl. The catalyst is O=S(Cl)Cl.C(Cl)Cl. The product is [CH2:31]([O:38][C:39]1[CH:40]=[CH:41][C:42]([CH2:43][O:44][CH2:45][CH2:46][CH2:47][CH2:48][CH2:49][CH2:50][NH:51][C:12](=[O:13])[C:11]2[CH:15]=[C:16]([C:19]3[CH:24]=[CH:23][CH:22]=[C:21]([C:25]([F:27])([F:28])[F:26])[CH:20]=3)[C:17]([OH:18])=[C:9]([C:5]3[CH:6]=[CH:7][CH:8]=[C:3]([C:2]([F:1])([F:29])[F:30])[CH:4]=3)[CH:10]=2)=[CH:52][CH:53]=1)[C:32]1[CH:33]=[CH:34][CH:35]=[CH:36][CH:37]=1. The yield is 0.850. (8) The reactants are Br[CH2:2][C:3]1[CH:8]=[CH:7][C:6]([C:9]([C:11]2[CH:16]=[CH:15][CH:14]=[C:13]([Cl:17])[CH:12]=2)=[O:10])=[CH:5][CH:4]=1.[NH:18]1[CH2:22][CH2:21][CH2:20][CH2:19]1.C(N(CC)CC)C. The catalyst is C(#N)C. The product is [Cl:17][C:13]1[CH:12]=[C:11]([C:9]([C:6]2[CH:7]=[CH:8][C:3]([CH2:2][N:18]3[CH2:22][CH2:21][CH2:20][CH2:19]3)=[CH:4][CH:5]=2)=[O:10])[CH:16]=[CH:15][CH:14]=1. The yield is 0.730. (9) The reactants are [OH:1][C:2]1([C:13]2[CH:18]=[CH:17][C:16]([Si](C)(C)C)=[CH:15][CH:14]=2)[CH2:5][N:4]([C:6]([O:8][C:9]([CH3:12])([CH3:11])[CH3:10])=[O:7])[CH2:3]1.[K+].[Br-:24].CO.ClN1C(=O)CCC1=O. The catalyst is C(O)(=O)C. The product is [Br:24][C:16]1[CH:17]=[CH:18][C:13]([C:2]2([OH:1])[CH2:5][N:4]([C:6]([O:8][C:9]([CH3:12])([CH3:11])[CH3:10])=[O:7])[CH2:3]2)=[CH:14][CH:15]=1. The yield is 0.760. (10) The reactants are Br[C:2]1[CH:9]=[CH:8][C:5]([CH:6]=[O:7])=[CH:4][CH:3]=1.[F:10][C:11]1[CH:16]=[CH:15][C:14](B(O)O)=[CH:13][CH:12]=1.C([O-])([O-])=O.[K+].[K+]. The catalyst is C1(C)C=CC=CC=1.C1C=CC([P]([Pd]([P](C2C=CC=CC=2)(C2C=CC=CC=2)C2C=CC=CC=2)([P](C2C=CC=CC=2)(C2C=CC=CC=2)C2C=CC=CC=2)[P](C2C=CC=CC=2)(C2C=CC=CC=2)C2C=CC=CC=2)(C2C=CC=CC=2)C2C=CC=CC=2)=CC=1. The product is [F:10][C:11]1[CH:16]=[CH:15][C:14]([C:2]2[CH:9]=[CH:8][C:5]([CH:6]=[O:7])=[CH:4][CH:3]=2)=[CH:13][CH:12]=1. The yield is 0.750.